Dataset: Full USPTO retrosynthesis dataset with 1.9M reactions from patents (1976-2016). Task: Predict the reactants needed to synthesize the given product. The reactants are: Cl.Cl.[NH2:3][C:4]1[CH:5]=[CH:6][C:7]([N:11]2[CH2:16][CH2:15][CH2:14][CH:13]([C:17]([N:19]3[CH2:23][CH2:22][CH2:21][CH2:20]3)=O)[CH2:12]2)=[N:8][C:9]=1[NH2:10].C(O)(=O)C.[CH2:28]([N:30](CC)CC)C.[CH:35]1([C:38]2[N:43]=[C:42]([C:44](=N)OCC)[CH:41]=[CH:40][N:39]=2)[CH2:37][CH2:36]1. Given the product [CH:35]1([C:38]2[N:43]=[C:42]([C:44]3[NH:10][C:9]4=[N:8][C:7]([N:11]5[CH2:16][CH2:15][CH2:14][CH:13]([C:17]6[N:19]7[CH2:23][CH2:22][CH2:21][C:20]7=[CH:28][N:30]=6)[CH2:12]5)=[CH:6][CH:5]=[C:4]4[N:3]=3)[CH:41]=[CH:40][N:39]=2)[CH2:36][CH2:37]1, predict the reactants needed to synthesize it.